Dataset: Peptide-MHC class I binding affinity with 185,985 pairs from IEDB/IMGT. Task: Regression. Given a peptide amino acid sequence and an MHC pseudo amino acid sequence, predict their binding affinity value. This is MHC class I binding data. (1) The peptide sequence is WQGPSAAAY. The MHC is HLA-B08:02 with pseudo-sequence HLA-B08:02. The binding affinity (normalized) is 0.0847. (2) The peptide sequence is AYISSEATTPV. The MHC is HLA-A68:01 with pseudo-sequence HLA-A68:01. The binding affinity (normalized) is 0. (3) The peptide sequence is MTSRMLLNR. The MHC is HLA-A11:01 with pseudo-sequence HLA-A11:01. The binding affinity (normalized) is 0.658. (4) The peptide sequence is KLLPVHYYM. The MHC is BoLA-HD6 with pseudo-sequence BoLA-HD6. The binding affinity (normalized) is 0.384. (5) The peptide sequence is SMNYPNSYK. The MHC is HLA-A24:03 with pseudo-sequence HLA-A24:03. The binding affinity (normalized) is 0.0847. (6) The peptide sequence is QMAGVEVRYI. The binding affinity (normalized) is 0.828. The MHC is HLA-A02:01 with pseudo-sequence HLA-A02:01. (7) The peptide sequence is IYWLIFWRF. The MHC is HLA-A30:01 with pseudo-sequence HLA-A30:01. The binding affinity (normalized) is 0.0847. (8) The peptide sequence is RYRFAFLYLL. The MHC is HLA-A30:02 with pseudo-sequence HLA-A30:02. The binding affinity (normalized) is 0.579.